Dataset: NCI-60 drug combinations with 297,098 pairs across 59 cell lines. Task: Regression. Given two drug SMILES strings and cell line genomic features, predict the synergy score measuring deviation from expected non-interaction effect. (1) Drug 1: CC1C(C(CC(O1)OC2CC(CC3=C2C(=C4C(=C3O)C(=O)C5=C(C4=O)C(=CC=C5)OC)O)(C(=O)C)O)N)O.Cl. Drug 2: C1=NC(=NC(=O)N1C2C(C(C(O2)CO)O)O)N. Cell line: COLO 205. Synergy scores: CSS=36.1, Synergy_ZIP=-1.08, Synergy_Bliss=5.73, Synergy_Loewe=-17.0, Synergy_HSA=2.35. (2) Drug 1: C1=CN(C(=O)N=C1N)C2C(C(C(O2)CO)O)O.Cl. Drug 2: CS(=O)(=O)OCCCCOS(=O)(=O)C. Cell line: SR. Synergy scores: CSS=70.0, Synergy_ZIP=5.40, Synergy_Bliss=5.05, Synergy_Loewe=4.33, Synergy_HSA=5.32. (3) Drug 1: CC1=C(C(CCC1)(C)C)C=CC(=CC=CC(=CC(=O)O)C)C. Drug 2: C1=CC=C(C(=C1)C(C2=CC=C(C=C2)Cl)C(Cl)Cl)Cl. Synergy scores: CSS=5.45, Synergy_ZIP=-1.70, Synergy_Bliss=2.29, Synergy_Loewe=3.49, Synergy_HSA=3.23. Cell line: SK-OV-3. (4) Drug 1: CN1CCC(CC1)COC2=C(C=C3C(=C2)N=CN=C3NC4=C(C=C(C=C4)Br)F)OC. Drug 2: CC1=C(C(=O)C2=C(C1=O)N3CC4C(C3(C2COC(=O)N)OC)N4)N. Cell line: T-47D. Synergy scores: CSS=19.5, Synergy_ZIP=-7.96, Synergy_Bliss=-4.66, Synergy_Loewe=-31.8, Synergy_HSA=-2.69. (5) Drug 1: CC1=C(C=C(C=C1)C(=O)NC2=CC(=CC(=C2)C(F)(F)F)N3C=C(N=C3)C)NC4=NC=CC(=N4)C5=CN=CC=C5. Drug 2: C1C(C(OC1N2C=NC(=NC2=O)N)CO)O. Cell line: OVCAR-5. Synergy scores: CSS=0.754, Synergy_ZIP=0.603, Synergy_Bliss=1.44, Synergy_Loewe=-2.45, Synergy_HSA=-2.22. (6) Drug 1: C1=NC2=C(N=C(N=C2N1C3C(C(C(O3)CO)O)F)Cl)N. Drug 2: C(CN)CNCCSP(=O)(O)O. Cell line: MALME-3M. Synergy scores: CSS=7.58, Synergy_ZIP=-0.720, Synergy_Bliss=2.63, Synergy_Loewe=-1.67, Synergy_HSA=2.41.